From a dataset of Full USPTO retrosynthesis dataset with 1.9M reactions from patents (1976-2016). Predict the reactants needed to synthesize the given product. (1) Given the product [C:1]([O:9][C:10]1[CH:19]=[CH:18][CH:17]=[C:16]2[C:11]=1[CH2:12][C@H:13]1[CH2:22][C@@H:21]([OH:23])[C@H:20]([CH2:24][CH2:25][C@@H:26]([OH:32])[CH2:27][CH2:28][CH2:29][CH2:30][CH3:31])[C@H:14]1[CH2:15]2)(=[O:8])[C:2]1[CH:7]=[CH:6][CH:5]=[CH:4][CH:3]=1, predict the reactants needed to synthesize it. The reactants are: [C:1]([O:9][C:10]1[CH:19]=[CH:18][CH:17]=[C:16]2[C:11]=1[CH2:12][C@H:13]1[CH2:22][C@@H:21]([OH:23])[C@H:20](/[CH:24]=[CH:25]/[C@@H:26]([OH:32])[CH2:27][CH2:28][CH2:29][CH2:30][CH3:31])[C@H:14]1[CH2:15]2)(=[O:8])[C:2]1[CH:7]=[CH:6][CH:5]=[CH:4][CH:3]=1. (2) Given the product [Br:1][C:2]1[C:11]2[C:10]([CH3:13])([CH3:12])[CH2:9][CH:8]=[C:7]([CH:14]([CH3:16])[CH3:15])[C:6]=2[CH:5]=[C:4](/[C:17](/[CH3:25])=[C:18](/[F:24])\[CH2:19][OH:20])[C:3]=1[O:26][CH:27]([CH3:29])[CH3:28], predict the reactants needed to synthesize it. The reactants are: [Br:1][C:2]1[C:11]2[C:10]([CH3:13])([CH3:12])[CH2:9][CH:8]=[C:7]([CH:14]([CH3:16])[CH3:15])[C:6]=2[CH:5]=[C:4](/[C:17](/[CH3:25])=[C:18](/[F:24])\[C:19](OCC)=[O:20])[C:3]=1[O:26][CH:27]([CH3:29])[CH3:28].[H-].C([Al+]CC(C)C)C(C)C. (3) The reactants are: Br[C:2]1[CH:7]=[CH:6][C:5]([NH2:8])=[C:4]([O:9][C:10]([F:13])([F:12])[F:11])[CH:3]=1.[Li]N([Si](C)(C)C)[Si](C)(C)C.[CH3:24][N:25]1[CH2:30][CH2:29][NH:28][CH2:27][CH2:26]1. Given the product [CH3:24][N:25]1[CH2:30][CH2:29][N:28]([C:2]2[CH:7]=[CH:6][C:5]([NH2:8])=[C:4]([O:9][C:10]([F:13])([F:12])[F:11])[CH:3]=2)[CH2:27][CH2:26]1, predict the reactants needed to synthesize it. (4) Given the product [CH3:1][C:2]1[CH:7]=[CH:6][C:5]([NH:8][NH:9][C:16](=[O:17])[C:15]([F:26])([F:25])[F:14])=[CH:4][C:3]=1[S:10][CH2:11][CH2:12][CH3:13], predict the reactants needed to synthesize it. The reactants are: [CH3:1][C:2]1[CH:7]=[CH:6][C:5]([NH:8][NH2:9])=[CH:4][C:3]=1[S:10][CH2:11][CH2:12][CH3:13].[F:14][C:15]([F:26])([F:25])[C:16](O[C:16](=[O:17])[C:15]([F:26])([F:25])[F:14])=[O:17]. (5) Given the product [Br:1][C:2]1[C:3]([CH3:20])=[C:4]([N:8]2[CH2:17][C:11]3[C:10](=[CH:15][C:14]([F:16])=[CH:13][CH:12]=3)[C:9]2=[O:19])[CH:5]=[CH:6][CH:7]=1, predict the reactants needed to synthesize it. The reactants are: [Br:1][C:2]1[C:3]([CH3:20])=[C:4]([NH:8][C:9](=[O:19])[C:10]2[CH:15]=[C:14]([F:16])[CH:13]=[CH:12][C:11]=2[CH2:17]Br)[CH:5]=[CH:6][CH:7]=1.CC(C)([O-])C.[Na+]. (6) Given the product [Cl:22][C:23]1[N:28]=[CH:27][N:26]=[C:25]([NH:13][C:12]2[CH:14]=[CH:15][C:9]([N:7]3[CH2:6][CH:5]4[CH2:1][O:2][CH2:3][CH:4]4[CH2:8]3)=[CH:10][CH:11]=2)[N:24]=1, predict the reactants needed to synthesize it. The reactants are: [CH2:1]1[CH:5]2[CH2:6][N:7]([C:9]3[CH:15]=[CH:14][C:12]([NH2:13])=[CH:11][CH:10]=3)[CH2:8][CH:4]2[CH2:3][O:2]1.C(=O)([O-])[O-].[K+].[K+].[Cl:22][C:23]1[N:28]=[C:27](Cl)[N:26]=[CH:25][N:24]=1. (7) The reactants are: [C:1]([N:4]1[C:12]2[C:7](=[CH:8][C:9](C#N)=[CH:10][CH:11]=2)[CH2:6][CH2:5]1)(=[O:3])[CH3:2].[NH2:15][C:16]1C=C2C(=CC=1)N(C(=O)C)CC2. Given the product [C:1]([N:4]1[C:12]2[C:7](=[CH:8][CH:9]=[C:10]([C:16]#[N:15])[CH:11]=2)[CH2:6][CH2:5]1)(=[O:3])[CH3:2], predict the reactants needed to synthesize it. (8) Given the product [N:1]([CH2:4][CH2:5][C:6]1[N:7]([CH:27]([C:28]2[CH:29]=[CH:30][CH:31]=[CH:32][CH:33]=2)[C:34]2[CH:35]=[CH:36][CH:37]=[CH:38][CH:39]=2)[C:8]2[C:13]([C:14]=1[CH2:15][CH2:16][O:17][C:18]1[CH:25]=[CH:24][C:21]([CH:22]=[C:44]3[S:40][C:41](=[O:46])[NH:42][C:43]3=[O:45])=[CH:20][CH:19]=1)=[CH:12][C:11]([Cl:26])=[CH:10][CH:9]=2)=[N+:2]=[N-:3], predict the reactants needed to synthesize it. The reactants are: [N:1]([CH2:4][CH2:5][C:6]1[N:7]([CH:27]([C:34]2[CH:39]=[CH:38][CH:37]=[CH:36][CH:35]=2)[C:28]2[CH:33]=[CH:32][CH:31]=[CH:30][CH:29]=2)[C:8]2[C:13]([C:14]=1[CH2:15][CH2:16][O:17][C:18]1[CH:25]=[CH:24][C:21]([CH:22]=O)=[CH:20][CH:19]=1)=[CH:12][C:11]([Cl:26])=[CH:10][CH:9]=2)=[N+:2]=[N-:3].[S:40]1[CH2:44][C:43](=[O:45])[NH:42][C:41]1=[O:46].N1CCCCC1.